Dataset: Full USPTO retrosynthesis dataset with 1.9M reactions from patents (1976-2016). Task: Predict the reactants needed to synthesize the given product. (1) Given the product [Cl:1][C:2]1[CH:3]=[C:4]([CH:12]=[CH:13][C:14]=1[Cl:15])[O:5][CH:6]1[CH2:11][CH2:10][N:9]([CH2:16][CH:18]2[CH2:23][CH2:22][N:21]([C:24]([O:26][C:27]([CH3:28])([CH3:30])[CH3:29])=[O:25])[CH2:20][CH2:19]2)[CH2:8][CH2:7]1, predict the reactants needed to synthesize it. The reactants are: [Cl:1][C:2]1[CH:3]=[C:4]([CH:12]=[CH:13][C:14]=1[Cl:15])[O:5][CH:6]1[CH2:11][CH2:10][NH:9][CH2:8][CH2:7]1.[CH:16]([CH:18]1[CH2:23][CH2:22][N:21]([C:24]([O:26][C:27]([CH3:30])([CH3:29])[CH3:28])=[O:25])[CH2:20][CH2:19]1)=O.C(O[BH-](OC(=O)C)OC(=O)C)(=O)C.[Na+].[OH-].[Na+]. (2) The reactants are: C1COCC1.[Cl:6][C:7]1[N:12]=[C:11](Cl)[C:10]([CH:14]=O)=[C:9]([Cl:16])[N:8]=1.Cl.[NH:18]([CH2:20][C:21]([O:23][CH2:24][CH3:25])=[O:22])[NH2:19]. Given the product [Cl:16][C:9]1[N:8]=[C:7]([Cl:6])[N:12]=[C:11]2[N:18]([CH2:20][C:21]([O:23][CH2:24][CH3:25])=[O:22])[N:19]=[CH:14][C:10]=12, predict the reactants needed to synthesize it. (3) Given the product [CH:15]1([CH2:14][CH2:13][CH2:12][C:11]([NH:10][C@@H:9]2[C@H:5]3[O:4][CH2:3][C@H:2]([NH:1][C:25]([CH:22]4[CH2:24][CH2:23]4)=[O:26])[C@H:6]3[O:7][CH2:8]2)=[O:21])[CH2:20][CH2:19][CH2:18][CH2:17][CH2:16]1, predict the reactants needed to synthesize it. The reactants are: [NH2:1][C@@H:2]1[C@H:6]2[O:7][CH2:8][C@H:9]([NH:10][C:11](=[O:21])[CH2:12][CH2:13][CH2:14][CH:15]3[CH2:20][CH2:19][CH2:18][CH2:17][CH2:16]3)[C@H:5]2[O:4][CH2:3]1.[CH:22]1([C:25](O)=[O:26])[CH2:24][CH2:23]1.ON1C2C=CC=CC=2N=N1.Cl.C(N=C=NCCCN(C)C)C.